From a dataset of Peptide-MHC class I binding affinity with 185,985 pairs from IEDB/IMGT. Regression. Given a peptide amino acid sequence and an MHC pseudo amino acid sequence, predict their binding affinity value. This is MHC class I binding data. (1) The peptide sequence is RMTLSDGPLL. The MHC is Mamu-B17 with pseudo-sequence Mamu-B17. The binding affinity (normalized) is 0. (2) The peptide sequence is KSVFNSLY. The MHC is HLA-A01:01 with pseudo-sequence HLA-A01:01. The binding affinity (normalized) is 0.326. (3) The peptide sequence is VILYFMYRK. The MHC is HLA-A02:19 with pseudo-sequence HLA-A02:19. The binding affinity (normalized) is 0.0847. (4) The peptide sequence is LYCLLWSFQI. The MHC is H-2-Kd with pseudo-sequence H-2-Kd. The binding affinity (normalized) is 0.